The task is: Predict the product of the given reaction.. This data is from Forward reaction prediction with 1.9M reactions from USPTO patents (1976-2016). (1) Given the reactants [NH:1]([C:3]1[N:8]=[N:7][C:6]2[C:9]3[CH:17]=[CH:16][CH:15]=[CH:14][C:10]=3[CH2:11][CH2:12][CH2:13][C:5]=2[CH:4]=1)[NH2:2].[C:18](/[N:20]=[C:21](\OC1C=CC=CC=1)/[NH:22][C:23]1[CH:28]=[CH:27][C:26]([O:29][CH2:30][CH2:31][N:32]2[CH2:36][CH2:35][CH2:34][CH2:33]2)=[CH:25][CH:24]=1)#[N:19], predict the reaction product. The product is: [N:7]1[C:6]2[C:9]3[CH:17]=[CH:16][CH:15]=[CH:14][C:10]=3[CH2:11][CH2:12][CH2:13][C:5]=2[CH:4]=[C:3]([N:1]2[C:18]([NH2:19])=[N:20][C:21]([NH:22][C:23]3[CH:24]=[CH:25][C:26]([O:29][CH2:30][CH2:31][N:32]4[CH2:33][CH2:34][CH2:35][CH2:36]4)=[CH:27][CH:28]=3)=[N:2]2)[N:8]=1. (2) Given the reactants [CH3:1][O:2][C:3](=[O:19])[CH2:4][CH:5]([NH:9][C:10](=[O:18])[C:11]1[CH:16]=[CH:15][C:14]([Br:17])=[CH:13][CH:12]=1)[C:6](=O)[CH3:7].S(=O)(=O)(O)O, predict the reaction product. The product is: [CH3:1][O:2][C:3](=[O:19])[CH2:4][C:5]1[N:9]=[C:10]([C:11]2[CH:16]=[CH:15][C:14]([Br:17])=[CH:13][CH:12]=2)[O:18][C:6]=1[CH3:7].